From a dataset of Catalyst prediction with 721,799 reactions and 888 catalyst types from USPTO. Predict which catalyst facilitates the given reaction. (1) Reactant: [CH3:1][O:2][C:3]1[CH:18]=[CH:17][C:6]([O:7][CH2:8][CH2:9][C@H:10]2[CH2:14][O:13]C(C)(C)[O:11]2)=[CH:5][CH:4]=1. Product: [CH3:1][O:2][C:3]1[CH:18]=[CH:17][C:6]([O:7][CH2:8][CH2:9][C@H:10]([OH:11])[CH2:14][OH:13])=[CH:5][CH:4]=1. The catalyst class is: 313. (2) Reactant: [C:1]([O:5][C:6]([C:8]1([C:13]([OH:15])=[O:14])[CH2:12][CH2:11][CH2:10][CH2:9]1)=[O:7])([CH3:4])([CH3:3])[CH3:2].C([O-])([O-])=O.[Cs+].[Cs+].[CH2:22](Br)[C:23]1[CH:28]=[CH:27][CH:26]=[CH:25][CH:24]=1. Product: [C:1]([O:5][C:6]([C:8]1([C:13]([O:15][CH2:22][C:23]2[CH:28]=[CH:27][CH:26]=[CH:25][CH:24]=2)=[O:14])[CH2:12][CH2:11][CH2:10][CH2:9]1)=[O:7])([CH3:4])([CH3:2])[CH3:3]. The catalyst class is: 3. (3) Reactant: [CH3:1][C:2]1[N:6]([CH2:7][C:8]([OH:10])=O)[N:5]=[C:4]([C:11]([F:14])([F:13])[F:12])[CH:3]=1.Cl.[CH3:16][S:17][CH:18]1[CH:23]([C:24]#[N:25])[CH2:22][CH2:21][NH:20][CH2:19]1.C(N(CC)CC)C. Product: [CH3:16][S:17][CH:18]1[CH:23]([C:24]#[N:25])[CH2:22][CH2:21][N:20]([C:8](=[O:10])[CH2:7][N:6]2[C:2]([CH3:1])=[CH:3][C:4]([C:11]([F:14])([F:13])[F:12])=[N:5]2)[CH2:19]1. The catalyst class is: 35. (4) Reactant: [N+:1]([C:4]1[C:5]([NH:13][CH:14]2[CH2:19][CH2:18][CH:17]([NH:20][C:21](=[O:27])[O:22][C:23]([CH3:26])([CH3:25])[CH3:24])[CH2:16][CH2:15]2)=[C:6]2[S:12][CH:11]=[CH:10][C:7]2=[N:8][CH:9]=1)([O-])=O. Product: [NH2:1][C:4]1[C:5]([NH:13][CH:14]2[CH2:15][CH2:16][CH:17]([NH:20][C:21](=[O:27])[O:22][C:23]([CH3:25])([CH3:24])[CH3:26])[CH2:18][CH2:19]2)=[C:6]2[S:12][CH:11]=[CH:10][C:7]2=[N:8][CH:9]=1. The catalyst class is: 19. (5) Reactant: S(=O)(=O)(O)O.[NH2:6][CH2:7][C:8]#[N:9].[C:10]([C:18]1C=CC=CC=1)(=O)[C:11]1C=CC=C[CH:12]=1.[CH3:24]CN(C(C)C)C(C)C. Product: [N:9]1[C:8]2[CH:18]=[CH:10][CH:11]=[CH:12][C:7]=2[NH:6][CH:24]=1. The catalyst class is: 4. (6) Reactant: [Cl:1][C:2]1[CH:3]=[C:4]([NH:9][C:10]2[C:19]3[C:14](=[C:15]([S:23]([CH3:25])=[O:24])[CH:16]=[C:17]([N+:20]([O-])=O)[CH:18]=3)[N:13]=[CH:12][C:11]=2[C:26]#[N:27])[CH:5]=[CH:6][C:7]=1[F:8].O.O.[Sn](Cl)(Cl)(Cl)Cl. Product: [NH2:20][C:17]1[CH:18]=[C:19]2[C:14](=[C:15]([S:23]([CH3:25])=[O:24])[CH:16]=1)[N:13]=[CH:12][C:11]([C:26]#[N:27])=[C:10]2[NH:9][C:4]1[CH:5]=[CH:6][C:7]([F:8])=[C:2]([Cl:1])[CH:3]=1. The catalyst class is: 14. (7) Reactant: Cl[C:2]1[CH:11]=[C:10]([Cl:12])[C:9]2[C:4](=[CH:5][CH:6]=[C:7]([N+:13]([O-:15])=[O:14])[CH:8]=2)[N:3]=1.[N:16]1([CH:22]=[O:23])[CH2:21][CH2:20][NH:19][CH2:18][CH2:17]1.O. Product: [Cl:12][C:10]1[C:9]2[C:4](=[CH:5][CH:6]=[C:7]([N+:13]([O-:15])=[O:14])[CH:8]=2)[N:3]=[C:2]([N:19]2[CH2:20][CH2:21][N:16]([CH:22]=[O:23])[CH2:17][CH2:18]2)[CH:11]=1. The catalyst class is: 3. (8) Reactant: [OH:1][CH2:2][C@H:3]1[CH2:8][CH2:7][CH2:6][CH2:5][C@@H:4]1[OH:9].[C:10]1([CH3:20])[CH:15]=[CH:14][C:13]([S:16](Cl)(=[O:18])=[O:17])=[CH:12][CH:11]=1.C(N(CC)CC)C. Product: [CH3:20][C:10]1[CH:15]=[CH:14][C:13]([S:16]([O:1][CH2:2][C@H:3]2[CH2:8][CH2:7][CH2:6][CH2:5][C@@H:4]2[OH:9])(=[O:18])=[O:17])=[CH:12][CH:11]=1. The catalyst class is: 2.